The task is: Predict the reaction yield, written as a fraction of the theoretical maximum amount of product (1.0 means a 100% yield; for example, 0.34 means a 34% yield).. This data is from Reaction yield outcomes from USPTO patents with 853,638 reactions. (1) The reactants are [C:1]([N:3]=[C:4](OC1C=CC=CC=1)[NH:5][C:6]1[CH:7]=[CH:8][C:9]2[CH2:15][CH2:14][CH:13]([N:16]3[CH2:20][CH2:19][CH2:18][CH2:17]3)[CH2:12][CH2:11][C:10]=2[CH:21]=1)#[N:2].[NH:29]([C:31]1[N:36]=[N:35][C:34]2[C:37]3[CH:45]=[CH:44][CH:43]=[CH:42][C:38]=3[CH2:39][CH2:40][CH2:41][C:33]=2[CH:32]=1)[NH2:30]. The catalyst is CC(O)C. The product is [N:35]1[C:34]2[C:37]3[CH:45]=[CH:44][CH:43]=[CH:42][C:38]=3[CH2:39][CH2:40][CH2:41][C:33]=2[CH:32]=[C:31]([N:29]2[C:1]([NH2:2])=[N:3][C:4]([NH:5][C:6]3[CH:7]=[CH:8][C:9]4[CH2:15][CH2:14][C@@H:13]([N:16]5[CH2:17][CH2:18][CH2:19][CH2:20]5)[CH2:12][CH2:11][C:10]=4[CH:21]=3)=[N:30]2)[N:36]=1. The yield is 0.500. (2) The reactants are [CH3:1][C:2]1[CH:3]=[C:4]([C:8]2[N:9]=[C:10]3[CH:15]=[CH:14][CH:13]=[N:12][N:11]3[C:16]=2[C:17]2[CH:22]=[CH:21][N:20]=[C:19]([N:23](S(C3C=CC=CC=3)(=O)=O)[S:24]([C:27]3[CH:32]=[CH:31][CH:30]=[CH:29][CH:28]=3)(=[O:26])=[O:25])[CH:18]=2)[CH:5]=[CH:6][CH:7]=1. The catalyst is N.C(O)C. The product is [CH3:1][C:2]1[CH:3]=[C:4]([C:8]2[N:9]=[C:10]3[CH:15]=[CH:14][CH:13]=[N:12][N:11]3[C:16]=2[C:17]2[CH:22]=[CH:21][N:20]=[C:19]([NH:23][S:24]([C:27]3[CH:32]=[CH:31][CH:30]=[CH:29][CH:28]=3)(=[O:25])=[O:26])[CH:18]=2)[CH:5]=[CH:6][CH:7]=1. The yield is 0.240.